Dataset: Catalyst prediction with 721,799 reactions and 888 catalyst types from USPTO. Task: Predict which catalyst facilitates the given reaction. (1) Reactant: Br[C:2]1[N:3]=[C:4]([NH:11][CH2:12][C:13]2[CH:18]=[CH:17][N:16]=[CH:15][CH:14]=2)[C:5]2[N:6]([CH:8]=[CH:9][N:10]=2)[CH:7]=1.[NH2:19][C:20]1[CH:21]=[C:22](B(O)O)[CH:23]=[CH:24][CH:25]=1.[O-]P([O-])([O-])=O.[K+].[K+].[K+].O1CCOCC1. Product: [NH2:19][C:20]1[CH:25]=[C:24]([C:2]2[N:3]=[C:4]([NH:11][CH2:12][C:13]3[CH:18]=[CH:17][N:16]=[CH:15][CH:14]=3)[C:5]3[N:6]([CH:8]=[CH:9][N:10]=3)[CH:7]=2)[CH:23]=[CH:22][CH:21]=1. The catalyst class is: 103. (2) Reactant: [CH3:1][O:2][C:3]1[N:8]=[C:7]2[NH:9][C:10](=[O:13])[CH:11]=[CH:12][C:6]2=[N:5][CH:4]=1.[H-].[Na+].Br[CH2:17][CH2:18][C@H:19]1[CH2:21][O:20]1. Product: [CH3:1][O:2][C:3]1[N:8]=[C:7]2[N:9]([CH2:17][CH2:18][C@H:19]3[CH2:21][O:20]3)[C:10](=[O:13])[CH:11]=[CH:12][C:6]2=[N:5][CH:4]=1. The catalyst class is: 3. (3) Reactant: [C:1]1([C:7]2[CH:12]=[CH:11][CH:10]=[C:9]([C:13]3[CH:18]=[CH:17][CH:16]=[CH:15][CH:14]=3)[C:8]=2[OH:19])[CH:6]=[CH:5][CH:4]=[CH:3][CH:2]=1.C([Li])CCC.Cl[P:26]1[O:30][C:29]([C:37]2[CH:42]=[CH:41][CH:40]=[CH:39][CH:38]=2)([C:31]2[CH:36]=[CH:35][CH:34]=[CH:33][CH:32]=2)[C:28]([C:49]2[CH:54]=[CH:53][CH:52]=[CH:51][CH:50]=2)([C:43]2[CH:48]=[CH:47][CH:46]=[CH:45][CH:44]=2)[O:27]1.C1(C)C=CC=CC=1. Product: [C:13]1([C:9]2[CH:10]=[CH:11][CH:12]=[C:7]([C:1]3[CH:6]=[CH:5][CH:4]=[CH:3][CH:2]=3)[C:8]=2[O:19][P:26]2[O:30][C:29]([C:37]3[CH:42]=[CH:41][CH:40]=[CH:39][CH:38]=3)([C:31]3[CH:32]=[CH:33][CH:34]=[CH:35][CH:36]=3)[C:28]([C:43]3[CH:44]=[CH:45][CH:46]=[CH:47][CH:48]=3)([C:49]3[CH:50]=[CH:51][CH:52]=[CH:53][CH:54]=3)[O:27]2)[CH:14]=[CH:15][CH:16]=[CH:17][CH:18]=1. The catalyst class is: 134. (4) Reactant: CC1C=CC(S(O[CH2:12][CH:13]([C:19]2[CH:24]=[CH:23][C:22]([Br:25])=[CH:21][CH:20]=2)[CH2:14][O:15][C:16](=[O:18])[CH3:17])(=O)=O)=CC=1.[C:26]1([C@H:32]([NH2:34])[CH3:33])[CH:31]=[CH:30][CH:29]=[CH:28][CH:27]=1. Product: [C:16]([O:15][CH2:14][CH:13]([C:19]1[CH:20]=[CH:21][C:22]([Br:25])=[CH:23][CH:24]=1)[CH2:12][NH:34][C@@H:32]([C:26]1[CH:31]=[CH:30][CH:29]=[CH:28][CH:27]=1)[CH3:33])(=[O:18])[CH3:17]. The catalyst class is: 9. (5) Reactant: [F:1][C:2]1[CH:7]=[CH:6][C:5]([OH:8])=[C:4]([CH:9]2[CH2:14][CH2:13][NH:12][CH2:11][CH2:10]2)[CH:3]=1.C(N(CC)CC)C.[C:22](O[C:22]([O:24][C:25]([CH3:28])([CH3:27])[CH3:26])=[O:23])([O:24][C:25]([CH3:28])([CH3:27])[CH3:26])=[O:23].C(OCC)(=O)C. Product: [C:25]([O:24][C:22]([N:12]1[CH2:11][CH2:10][CH:9]([C:4]2[CH:3]=[C:2]([F:1])[CH:7]=[CH:6][C:5]=2[OH:8])[CH2:14][CH2:13]1)=[O:23])([CH3:28])([CH3:27])[CH3:26]. The catalyst class is: 334. (6) Reactant: [O:1]=[C:2]1[C:6]2([CH2:11][CH2:10][N:9](C(OC(C)(C)C)=O)[CH2:8][CH2:7]2)[N:5]=[C:4]([C:19]2[CH:24]=[CH:23][CH:22]=[CH:21][CH:20]=2)[NH:3]1.FC(F)(F)C(O)=O. Product: [C:19]1([C:4]2[NH:3][C:2](=[O:1])[C:6]3([CH2:11][CH2:10][NH:9][CH2:8][CH2:7]3)[N:5]=2)[CH:20]=[CH:21][CH:22]=[CH:23][CH:24]=1. The catalyst class is: 4. (7) Reactant: [OH:1][B:2]1[C@@H:7]([NH:8][C:9](=[O:15])[CH2:10][CH2:11][C:12](=O)[CH3:13])[CH2:6][C:5]2[CH:16]=[CH:17][CH:18]=[C:19]([C:20]([OH:22])=[O:21])[C:4]=2[O:3]1.C([O-])(=O)C.[Na+].Cl.[NH2:29][OH:30]. The catalyst class is: 8. Product: [OH:1][B:2]1[C@@H:7]([NH:8][C:9](=[O:15])[CH2:10][CH2:11][C:12](=[N:29][OH:30])[CH3:13])[CH2:6][C:5]2[CH:16]=[CH:17][CH:18]=[C:19]([C:20]([OH:22])=[O:21])[C:4]=2[O:3]1. (8) Product: [Br:12][C:13]1[CH:14]=[CH:15][C:16]([N:19]([C:20](=[O:29])/[CH:21]=[CH:22]/[C:23]2[CH:24]=[CH:25][CH:26]=[CH:27][CH:28]=2)[CH2:30][C:31]([N:44]2[CH2:45][CH2:46][C@H:42]([NH:41][C:39](=[O:40])[O:38][C:34]([CH3:36])([CH3:35])[CH3:37])[CH2:43]2)=[O:33])=[CH:17][CH:18]=1. The catalyst class is: 3. Reactant: C(N=C=NCCCN(C)C)C.[Br:12][C:13]1[CH:18]=[CH:17][C:16]([N:19]([CH2:30][C:31]([OH:33])=O)[C:20](=[O:29])/[CH:21]=[CH:22]/[C:23]2[CH:28]=[CH:27][CH:26]=[CH:25][CH:24]=2)=[CH:15][CH:14]=1.[C:34]([O:38][C:39]([NH:41][C@H:42]1[CH2:46][CH2:45][NH:44][CH2:43]1)=[O:40])([CH3:37])([CH3:36])[CH3:35].ON1C2N=CC=CC=2N=N1.CN1CCOCC1. (9) Reactant: COC1C=CC(C[N:8](CC2C=CC(OC)=CC=2)[S:9]([C:12]2[S:16][C:15]([O:17][C:18]3[CH:19]=[C:20]([N:24]4[CH2:29][CH2:28][N:27](C(OC(C)(C)C)=O)[CH2:26][CH2:25]4)[CH:21]=[CH:22][CH:23]=3)=[C:14]([Cl:37])[CH:13]=2)(=[O:11])=[O:10])=CC=1.C(O)(C(F)(F)F)=O. Product: [Cl:37][C:14]1[CH:13]=[C:12]([S:9]([NH2:8])(=[O:10])=[O:11])[S:16][C:15]=1[O:17][C:18]1[CH:23]=[CH:22][CH:21]=[C:20]([N:24]2[CH2:29][CH2:28][NH:27][CH2:26][CH2:25]2)[CH:19]=1. The catalyst class is: 2.